This data is from Reaction yield outcomes from USPTO patents with 853,638 reactions. The task is: Predict the reaction yield, written as a fraction of the theoretical maximum amount of product (1.0 means a 100% yield; for example, 0.34 means a 34% yield). The reactants are Cl[C:2]1[O:3][C:4]([CH2:14][CH2:15][C:16]([OH:18])=[O:17])=[C:5]([C:7]2[CH:12]=[CH:11][C:10]([Cl:13])=[CH:9][CH:8]=2)[N:6]=1.[CH3:19][N:20]1[CH2:25][CH2:24][NH:23][CH2:22][CH2:21]1. The catalyst is C(O)(C)C. The product is [Cl:13][C:10]1[CH:11]=[CH:12][C:7]([C:5]2[N:6]=[C:2]([N:23]3[CH2:24][CH2:25][N:20]([CH3:19])[CH2:21][CH2:22]3)[O:3][C:4]=2[CH2:14][CH2:15][C:16]([OH:18])=[O:17])=[CH:8][CH:9]=1. The yield is 0.700.